Dataset: Full USPTO retrosynthesis dataset with 1.9M reactions from patents (1976-2016). Task: Predict the reactants needed to synthesize the given product. Given the product [CH3:21][CH:20]([CH3:22])[CH2:19][CH2:18][N:8]1[C:7](=[O:23])[CH2:6][C:11](=[O:12])[C:10]([C:13]2[S:14][CH:15]=[CH:16][CH:17]=2)=[N:9]1, predict the reactants needed to synthesize it. The reactants are: C(OC([C:6]1[C:7](=[O:23])[N:8]([CH2:18][CH2:19][CH:20]([CH3:22])[CH3:21])[N:9]=[C:10]([C:13]2[S:14][CH:15]=[CH:16][CH:17]=2)[C:11]=1[OH:12])=O)C.Cl.